Dataset: Peptide-MHC class I binding affinity with 185,985 pairs from IEDB/IMGT. Task: Regression. Given a peptide amino acid sequence and an MHC pseudo amino acid sequence, predict their binding affinity value. This is MHC class I binding data. (1) The peptide sequence is ALMEVTHVL. The MHC is BoLA-T2C with pseudo-sequence BoLA-T2C. The binding affinity (normalized) is 1.00. (2) The peptide sequence is TMLYNKMEF. The MHC is HLA-A24:03 with pseudo-sequence HLA-A24:03. The binding affinity (normalized) is 0.772. (3) The peptide sequence is LLWFNYLFG. The MHC is HLA-A02:01 with pseudo-sequence HLA-A02:01. The binding affinity (normalized) is 0. (4) The peptide sequence is TPQPKPGTRM. The MHC is HLA-B35:01 with pseudo-sequence HLA-B35:01. The binding affinity (normalized) is 0.521. (5) The peptide sequence is DPSGAYFAW. The MHC is HLA-A03:01 with pseudo-sequence HLA-A03:01. The binding affinity (normalized) is 0.0847. (6) The peptide sequence is LPIDKCSRI. The MHC is HLA-B07:02 with pseudo-sequence HLA-B07:02. The binding affinity (normalized) is 0.372. (7) The peptide sequence is VPMVTQMAM. The MHC is HLA-B51:01 with pseudo-sequence HLA-B51:01. The binding affinity (normalized) is 0.380. (8) The peptide sequence is RLKHGTFGPV. The MHC is HLA-A02:01 with pseudo-sequence HLA-A02:01. The binding affinity (normalized) is 0.439. (9) The peptide sequence is IFHFFLFLL. The MHC is HLA-A30:02 with pseudo-sequence HLA-A30:02. The binding affinity (normalized) is 0.378. (10) The peptide sequence is RVRPKKEVL. The MHC is HLA-B15:01 with pseudo-sequence HLA-B15:01. The binding affinity (normalized) is 0.0847.